The task is: Predict the reactants needed to synthesize the given product.. This data is from Full USPTO retrosynthesis dataset with 1.9M reactions from patents (1976-2016). (1) Given the product [C:18]([C:20]1[NH:9][C:7](=[O:8])[C:6]2[C:5]([C:11]=1[OH:12])=[CH:4][CH:3]=[C:2]([Br:1])[CH:10]=2)(=[O:19])[CH3:17].[C:18]([C:20]1[NH:13][C:11](=[O:12])[C:5]2[C:6]([C:7]=1[OH:8])=[CH:10][C:2]([Br:1])=[CH:3][CH:4]=2)(=[O:19])[CH3:17], predict the reactants needed to synthesize it. The reactants are: [Br:1][C:2]1[CH:10]=[C:6]([C:7](=[NH:9])[O-:8])[C:5]([C:11](=[NH:13])[O-:12])=[CH:4][CH:3]=1.[K+].[K+].Cl[CH2:17][C:18]([CH3:20])=[O:19].[Na].Cl. (2) Given the product [CH2:30]([O:29][C:27](=[O:28])[NH:16][CH2:15][CH:12]1[CH2:11][C:10]2[CH:9]=[CH:8][CH:7]=[C:6]([CH:1]3[CH2:2][CH2:3][CH2:4][CH2:5]3)[C:14]=2[O:13]1)[C:31]1[CH:36]=[CH:35][CH:34]=[CH:33][CH:32]=1, predict the reactants needed to synthesize it. The reactants are: [CH:1]1([C:6]2[C:14]3[O:13][CH:12]([CH2:15][NH2:16])[CH2:11][C:10]=3[CH:9]=[CH:8][CH:7]=2)[CH2:5][CH2:4][CH2:3][CH2:2]1.C(N(C(C)C)CC)(C)C.Cl[C:27]([O:29][CH2:30][C:31]1[CH:36]=[CH:35][CH:34]=[CH:33][CH:32]=1)=[O:28]. (3) Given the product [CH2:35]([C:28]1[CH:29]=[CH:30][CH:31]=[C:32]([CH2:33][CH3:34])[C:27]=1[NH:26][C:25]([C:23]1[CH:24]=[C:20]([C:18]2[C:17]([CH3:39])=[CH:16][N:15]=[C:14]([NH:13][C:10]3[CH:11]=[CH:12][C:7]([C:6]([OH:41])=[O:5])=[CH:8][C:9]=3[CH3:40])[N:19]=2)[N:21]([CH3:38])[CH:22]=1)=[O:37])[CH3:36], predict the reactants needed to synthesize it. The reactants are: C([O:5][C:6](=[O:41])[C:7]1[CH:12]=[CH:11][C:10]([NH:13][C:14]2[N:19]=[C:18]([C:20]3[N:21]([CH3:38])[CH:22]=[C:23]([C:25](=[O:37])[NH:26][C:27]4[C:32]([CH2:33][CH3:34])=[CH:31][CH:30]=[CH:29][C:28]=4[CH2:35][CH3:36])[CH:24]=3)[C:17]([CH3:39])=[CH:16][N:15]=2)=[C:9]([CH3:40])[CH:8]=1)(C)(C)C.O. (4) The reactants are: Br[C:2]1[CH:7]=[CH:6][C:5]([C:8]([N:10]2[CH2:15][CH2:14][N:13]([C:16]3[CH:21]=[CH:20][C:19]([CH3:22])=[CH:18][C:17]=3[CH3:23])[CH2:12][CH2:11]2)=[O:9])=[CH:4][C:3]=1[Cl:24].[CH3:25][O:26][C:27]([CH:29]1[CH2:33][C:32](=[O:34])[NH:31][CH2:30]1)=[O:28]. Given the product [CH3:25][O:26][C:27]([CH:29]1[CH2:33][C:32](=[O:34])[N:31]([C:2]2[CH:7]=[CH:6][C:5]([C:8]([N:10]3[CH2:15][CH2:14][N:13]([C:16]4[CH:21]=[CH:20][C:19]([CH3:22])=[CH:18][C:17]=4[CH3:23])[CH2:12][CH2:11]3)=[O:9])=[CH:4][C:3]=2[Cl:24])[CH2:30]1)=[O:28], predict the reactants needed to synthesize it. (5) Given the product [NH2:22][CH:19]1[CH2:20][CH2:21][N:16]([CH2:15][CH2:14][N:8]2[C:9]3[C:10](=[C:11]([F:13])[CH:12]=[C:3]([C:1]#[N:2])[CH:4]=3)[CH:5]=[CH:6][C:7]2=[O:30])[CH2:17][CH2:18]1, predict the reactants needed to synthesize it. The reactants are: [C:1]([C:3]1[CH:12]=[C:11]([F:13])[CH:10]=[C:9]2[C:4]=1[CH:5]=[CH:6][C:7](=[O:30])[N:8]2[CH2:14][CH2:15][N:16]1[CH2:21][CH2:20][CH:19]([NH:22]C(=O)OC(C)(C)C)[CH2:18][CH2:17]1)#[N:2].C(C1C=C2C(C=CC(=O)N2CCN2CCC(NC(=O)OC(C)(C)C)CC2)=C(F)C=1)#N.FC(F)(F)C(O)=O.NC1CCN(CCN2C3C(=CC=C(F)C=3)N=CC2=O)CC1. (6) Given the product [ClH:26].[Cl:26][C:27]1[CH:32]=[CH:31][C:30]([O:25][CH2:24][C:21]2[CH:20]=[CH:19][C:18]([S:15]([C:4]3[C:3]([O:2][CH3:1])=[CH:14][C:7]4[CH2:8][CH2:9][N:10]([CH3:13])[CH2:11][CH2:12][C:6]=4[CH:5]=3)(=[O:17])=[O:16])=[CH:23][CH:22]=2)=[CH:29][CH:28]=1, predict the reactants needed to synthesize it. The reactants are: [CH3:1][O:2][C:3]1[C:4]([S:15]([C:18]2[CH:23]=[CH:22][C:21]([CH2:24][OH:25])=[CH:20][CH:19]=2)(=[O:17])=[O:16])=[CH:5][C:6]2[CH2:12][CH2:11][N:10]([CH3:13])[CH2:9][CH2:8][C:7]=2[CH:14]=1.[Cl:26][C:27]1[CH:32]=[CH:31][C:30](O)=[CH:29][CH:28]=1.C1(P(C2C=CC=CC=2)C2C=CC=CC=2)C=CC=CC=1.N(C(OC(C)C)=O)=NC(OC(C)C)=O. (7) Given the product [C:24]([C:25]1[CH:26]=[N:27][N:28]([C:30]([O:32][C:33]([CH3:36])([CH3:35])[CH3:34])=[O:31])[CH:29]=1)#[CH:23], predict the reactants needed to synthesize it. The reactants are: CCCC[N+](CCCC)(CCCC)CCCC.[F-].C[Si]([C:23]#[C:24][C:25]1[CH:26]=[N:27][N:28]([C:30]([O:32][C:33]([CH3:36])([CH3:35])[CH3:34])=[O:31])[CH:29]=1)(C)C. (8) The reactants are: Br[CH:2]([CH2:15][CH2:16][CH2:17][CH2:18]Br)[C:3]([O:5][C@H:6]([CH3:14])[C:7](=[O:13])[N:8]1[CH2:12][CH2:11][CH2:10][CH2:9]1)=[O:4].[Na+].[I-].C(N(CC)CC)C.[CH3:29][O:30][C:31]1[CH:37]=[CH:36][C:34]([NH2:35])=[CH:33][CH:32]=1. Given the product [CH3:29][O:30][C:31]1[CH:37]=[CH:36][C:34]([N:35]2[CH2:18][CH2:17][CH2:16][CH2:15][CH:2]2[C:3]([O:5][C@@H:6]([CH3:14])[C:7](=[O:13])[N:8]2[CH2:12][CH2:11][CH2:10][CH2:9]2)=[O:4])=[CH:33][CH:32]=1, predict the reactants needed to synthesize it. (9) Given the product [Br:10][C:9]1[C:2]([NH:1][C:14]2[CH2:18][N:17]([C@H:19]3[CH2:23][CH2:22][O:21][CH2:20]3)[C:16](=[O:24])[CH:15]=2)=[C:3]([CH:6]=[CH:7][C:8]=1[F:11])[C:4]#[N:5], predict the reactants needed to synthesize it. The reactants are: [NH2:1][C:2]1[C:9]([Br:10])=[C:8]([F:11])[CH:7]=[CH:6][C:3]=1[C:4]#[N:5].CO[C:14]1[CH2:18][N:17]([C@H:19]2[CH2:23][CH2:22][O:21][CH2:20]2)[C:16](=[O:24])[CH:15]=1. (10) Given the product [CH3:17][C:18]1[N:6]([C:7]2[CH:12]=[CH:11][CH:10]=[CH:9][CH:8]=2)[C:4](=[O:5])[C:3]2[C:2](=[CH:16][CH:15]=[CH:14][CH:13]=2)[N:1]=1, predict the reactants needed to synthesize it. The reactants are: [NH2:1][C:2]1[CH:16]=[CH:15][CH:14]=[CH:13][C:3]=1[C:4]([NH:6][C:7]1[CH:12]=[CH:11][CH:10]=[CH:9][CH:8]=1)=[O:5].[CH2:17](OC(OCC)(OCC)C)[CH3:18].